Dataset: Forward reaction prediction with 1.9M reactions from USPTO patents (1976-2016). Task: Predict the product of the given reaction. (1) Given the reactants C(OC([N:8]([CH2:16][CH2:17][CH2:18][N:19]1[C:23]([C:24]2[CH:29]=[CH:28][C:27]([F:30])=[CH:26][CH:25]=2)=[CH:22][S:21][C:20]1=[N:31][C:32]1[CH:37]=[CH:36][C:35]([Cl:38])=[CH:34][C:33]=1[O:39][CH3:40])[CH2:9][CH2:10][O:11][CH2:12][C:13]([OH:15])=[O:14])=O)(C)(C)C.Cl, predict the reaction product. The product is: [Cl:38][C:35]1[CH:36]=[CH:37][C:32]([N:31]=[C:20]2[N:19]([CH2:18][CH2:17][CH2:16][NH:8][CH2:9][CH2:10][O:11][CH2:12][C:13]([OH:15])=[O:14])[C:23]([C:24]3[CH:29]=[CH:28][C:27]([F:30])=[CH:26][CH:25]=3)=[CH:22][S:21]2)=[C:33]([O:39][CH3:40])[CH:34]=1. (2) Given the reactants Cl[C:2]1[N:7]=[C:6]([NH:8][C:9]2[NH:10][N:11]=[C:12]([O:14][CH:15]([CH3:17])[CH3:16])[CH:13]=2)[CH:5]=[CH:4][N:3]=1.[N:18]1[CH:23]=[C:22]([C:24]2[CH:28]=[C:27]([CH2:29][NH2:30])[O:26][N:25]=2)[CH:21]=[N:20][CH:19]=1.C(O)(C(F)(F)F)=O, predict the reaction product. The product is: [CH3:16][CH:15]([O:14][C:12]1[CH:13]=[C:9]([NH:8][C:6]2[CH:5]=[CH:4][N:3]=[C:2]([NH:30][CH2:29][C:27]3[O:26][N:25]=[C:24]([C:22]4[CH:21]=[N:20][CH:19]=[N:18][CH:23]=4)[CH:28]=3)[N:7]=2)[NH:10][N:11]=1)[CH3:17]. (3) Given the reactants [NH2:1][C:2]1[CH:31]=[CH:30][C:5]([CH2:6][C:7]2[NH:15][C:14]3[C:13](=[O:16])[N:12]([CH2:17][C:18]4[CH:23]=[CH:22][CH:21]=[CH:20][C:19]=4[F:24])[C:11](=[O:25])[N:10]([CH2:26][CH2:27][CH2:28][CH3:29])[C:9]=3[N:8]=2)=[CH:4][CH:3]=1.[C:32]1([CH:38]=[CH:39][S:40](Cl)(=[O:42])=[O:41])[CH:37]=[CH:36][CH:35]=[CH:34][CH:33]=1, predict the reaction product. The product is: [CH2:26]([N:10]1[C:9]2[N:8]=[C:7]([CH2:6][C:5]3[CH:4]=[CH:3][C:2]([NH:1][S:40]([CH:39]=[CH:38][C:32]4[CH:37]=[CH:36][CH:35]=[CH:34][CH:33]=4)(=[O:42])=[O:41])=[CH:31][CH:30]=3)[NH:15][C:14]=2[C:13](=[O:16])[N:12]([CH2:17][C:18]2[CH:23]=[CH:22][CH:21]=[CH:20][C:19]=2[F:24])[C:11]1=[O:25])[CH2:27][CH2:28][CH3:29]. (4) Given the reactants Br[CH2:2][C:3]1[CH:8]=[C:7]([F:9])[CH:6]=[CH:5][C:4]=1[F:10].[P:11]([O:18]CC)([O:15][CH2:16][CH3:17])[O:12][CH2:13][CH3:14], predict the reaction product. The product is: [F:10][C:4]1[CH:5]=[CH:6][C:7]([F:9])=[CH:8][C:3]=1[CH2:2][P:11](=[O:18])([O:15][CH2:16][CH3:17])[O:12][CH2:13][CH3:14]. (5) Given the reactants O=[C:2]1[CH2:7][CH2:6][CH2:5][N:4]([C:8]([O:10][C:11]([CH3:14])([CH3:13])[CH3:12])=[O:9])[CH:3]1[C:15]([O:17]C)=O.[CH3:19][O:20][C:21]1[CH:26]=[CH:25][CH:24]=[CH:23][C:22]=1[C:27]([NH2:29])=[NH:28], predict the reaction product. The product is: [CH3:19][O:20][C:21]1[CH:26]=[CH:25][CH:24]=[CH:23][C:22]=1[C:27]1[NH:29][C:2]2[CH2:7][CH2:6][CH2:5][N:4]([C:8]([O:10][C:11]([CH3:12])([CH3:13])[CH3:14])=[O:9])[C:3]=2[C:15](=[O:17])[N:28]=1. (6) Given the reactants [CH3:1][O:2][C:3]1[CH:4]=[CH:5][C:6]([C@H:9]2[CH2:11][C@@H:10]2[CH2:12][O:13][C:14]2[C:19]([C:20]3[CH:21]=[N:22][NH:23][CH:24]=3)=[CH:18][N:17]=[C:16]([CH3:25])[N:15]=2)=[N:7][CH:8]=1.Cl[C@@H:27]([CH3:30])[CH2:28][OH:29].C(=O)([O-])[O-].[K+].[K+], predict the reaction product. The product is: [CH3:1][O:2][C:3]1[CH:4]=[CH:5][C:6]([C@H:9]2[CH2:11][C@@H:10]2[CH2:12][O:13][C:14]2[C:19]([C:20]3[CH:24]=[N:23][N:22]([C@@H:27]([CH3:30])[CH2:28][OH:29])[CH:21]=3)=[CH:18][N:17]=[C:16]([CH3:25])[N:15]=2)=[N:7][CH:8]=1. (7) Given the reactants [CH3:1][O:2][C:3]1[CH:4]=[C:5]2[C:16]3[CH:9]([CH2:10][C:11](=[O:17])[C:12]=3[C:13]=1[O:14][CH3:15])[NH:8][CH2:7][CH2:6]2.C([O-])([O-])=O.[K+].[K+].[Na+].[I-].[C:26]([O:30][C:31](=[O:38])[NH:32][CH2:33][CH2:34][CH2:35][CH2:36]Br)([CH3:29])([CH3:28])[CH3:27], predict the reaction product. The product is: [C:26]([O:30][C:31](=[O:38])[NH:32][CH2:33][CH2:34][CH2:35][CH2:36][N:8]1[CH2:7][CH2:6][C:5]2[C:16]3[CH:9]1[CH2:10][C:11](=[O:17])[C:12]=3[C:13]([O:14][CH3:15])=[C:3]([O:2][CH3:1])[CH:4]=2)([CH3:29])([CH3:28])[CH3:27].